From a dataset of NCI-60 drug combinations with 297,098 pairs across 59 cell lines. Regression. Given two drug SMILES strings and cell line genomic features, predict the synergy score measuring deviation from expected non-interaction effect. Drug 1: CC1=C(C=C(C=C1)NC2=NC=CC(=N2)N(C)C3=CC4=NN(C(=C4C=C3)C)C)S(=O)(=O)N.Cl. Drug 2: COC1=CC(=CC(=C1O)OC)C2C3C(COC3=O)C(C4=CC5=C(C=C24)OCO5)OC6C(C(C7C(O6)COC(O7)C8=CC=CS8)O)O. Cell line: A549. Synergy scores: CSS=9.16, Synergy_ZIP=-7.02, Synergy_Bliss=-11.6, Synergy_Loewe=-40.3, Synergy_HSA=-11.2.